Task: Binary Classification. Given a miRNA mature sequence and a target amino acid sequence, predict their likelihood of interaction.. Dataset: Experimentally validated miRNA-target interactions with 360,000+ pairs, plus equal number of negative samples (1) The miRNA is mmu-miR-3057-3p with sequence UCCCACAGGCCCAGCUCAUAGC. The protein sequence of the target gene is MASSCAVQVKLELGHRAQVRKKPTVEGFTHDWMVFVRGPEHSNIQHFVEKVVFHLHESFPRPKRVCKDPPYKVEESGYAGFILPIEVYFKNKEEPKKVRFDYDLFLHLEGHPPVNHLRCEKLTFNNPTEDFRRKLLKAGGDPNRSIHTSSSSSSSSSSSSSSSSSSSSSSSSSSSSSSSSSSSSSSSSSSTSFSKPHKLMKEHKEKPSKDSREHKSAFKEPSRDHNKSSKDSSKKPKENKPLKEEKIVPKMAFKEPKPMSKEPKADSNLLTVTSGQQDKKAPSKRPPASDSEELSAKKRK.... Result: 0 (no interaction). (2) The miRNA is hsa-miR-6756-3p with sequence UCCCCUUCCUCCCUGCCCAG. The protein sequence of the target gene is MASLLPLLCLCVVAAHLAGARDATPTEEPMATALGLERRSVYTGQPSPALEDWEEASEWTSWFNVDHPGGDGDFESLAAIRFYYGPARVCPRPLALEARTTDWALPSAVGERVHLNPTRGFWCLNREQPRGRRCSNYHVRFRCPLEASWGAWGPWGPCSGSCGPGRRLRRRHCPSPAGDACPGRPLEAQKCVRPRCPGCSLDTCECPDHILLGSVVTPSGQPLLGARVSLRDQPGTVATSDAHGTFRVPGVCADSRANIRAQMDGFSAGEAQAQANGSISVVTIILDKLEKPYLVKHPES.... Result: 1 (interaction). (3) The miRNA is hsa-miR-4321 with sequence UUAGCGGUGGACCGCCCUGCG. The protein sequence of the target gene is MSSGYSSLEEDEDFFFTARTSFFRRAPPGKSRSGQPDVEKEKETHNYLSKEEIKEKVHKYNSAVTDKLKMTLNSNGIYTGFIKVQMELCKPAQPSPEPSSGGCMNTLHISSTNTVGEVIEALLRKFLVTESPTKFALYKRCHREDQVYACKLSDREHPLYLRLVAGPRTDTLSFVLREHEIGEWEAFSLPELQNFLRILDKEEDEQLQSLKRRYTAYRQKLEEALGEVWKPG. Result: 0 (no interaction). (4) The miRNA is hsa-miR-302c-3p with sequence UAAGUGCUUCCAUGUUUCAGUGG. The protein sequence of the target gene is MLRLLLALNLFPSIQVTGNKILVKQSPMLVAYDNAVNLSCKYSYNLFSREFRASLHKGLDSAVEVCVVYGNYSQQLQVYSKTGFNCDGKLGNESVTFYLQNLYVNQTDIYFCKIEVMYPPPYLDNEKSNGTIIHVKGKHLCPSPLFPGPSKPFWVLVVVGGVLACYSLLVTVAFIIFWVRSKRSRLLHSDYMNMTPRRPGPTRKHYQPYAPPRDFAAYRS. Result: 1 (interaction).